The task is: Predict the reaction yield, written as a fraction of the theoretical maximum amount of product (1.0 means a 100% yield; for example, 0.34 means a 34% yield).. This data is from Reaction yield outcomes from USPTO patents with 853,638 reactions. (1) The reactants are CC[N:3]([CH:7](C)C)C(C)C.CC[N:12]=C=NCCCN(C)C.[CH:21]1[CH:22]=[CH:23][C:24]2[N:29](O)N=NC=2[CH:26]=1.N.[CH2:32]1[CH2:36][O:35][CH2:34][CH2:33]1. The yield is 0.440. The product is [N:29]1[CH:26]=[CH:21][C:22]([C:36]2[NH:3][CH:7]=[C:33]([C:34]([NH2:12])=[O:35])[CH:32]=2)=[CH:23][CH:24]=1. No catalyst specified. (2) The reactants are [NH2:1][C:2]1[CH:7]=[CH:6][C:5]([OH:8])=[CH:4][CH:3]=1.Cl[C:10]1[CH:15]=[CH:14][N:13]=[C:12]([CH3:16])[CH:11]=1.CC(C)([O-])C.[K+].O. The yield is 0.0900. The product is [CH3:16][C:12]1[CH:11]=[C:10]([O:8][C:5]2[CH:6]=[CH:7][C:2]([NH2:1])=[CH:3][CH:4]=2)[CH:15]=[CH:14][N:13]=1. The catalyst is CN1C(=O)N(C)CCC1. (3) The catalyst is C1COCC1.O. The product is [CH3:1][C:2]1[N:3]([CH2:29][C:30]([OH:32])=[O:31])[C:4]2[CH2:5][C:6]([CH3:28])([CH3:27])[CH2:7][C:8](=[O:26])[C:9]=2[C:10]=1[CH2:11][C:12]1[CH:17]=[CH:16][CH:15]=[CH:14][C:13]=1[S:18]([C:21]1[S:22][CH:23]=[CH:24][CH:25]=1)(=[O:20])=[O:19]. The yield is 0.760. The reactants are [CH3:1][C:2]1[N:3]([CH2:29][C:30]([O:32]CC)=[O:31])[C:4]2[CH2:5][C:6]([CH3:28])([CH3:27])[CH2:7][C:8](=[O:26])[C:9]=2[C:10]=1[CH2:11][C:12]1[CH:17]=[CH:16][CH:15]=[CH:14][C:13]=1[S:18]([C:21]1[S:22][CH:23]=[CH:24][CH:25]=1)(=[O:20])=[O:19].[OH-].[Na+]. (4) The reactants are [Cl:1][C:2]1[CH:29]=[C:28]([Cl:30])[CH:27]=[CH:26][C:3]=1[CH2:4][C:5]1([CH3:25])[CH2:9][CH2:8][N:7]([C@H:10]2[CH2:15][CH2:14][C@@H:13]([O:16][Si](C(C)(C)C)(C)C)[CH2:12][CH2:11]2)[C:6]1=[O:24].ClC1C(C)=C(Cl)C=CC=1CC1(C)CCN([C@H]2CC[C@@H](O[Si](C(C)(C)C)(C)C)CC2)C1=O. The catalyst is C(O)C. The product is [Cl:1][C:2]1[CH:29]=[C:28]([Cl:30])[CH:27]=[CH:26][C:3]=1[CH2:4][C:5]1([CH3:25])[CH2:9][CH2:8][N:7]([C@H:10]2[CH2:11][CH2:12][C@@H:13]([OH:16])[CH2:14][CH2:15]2)[C:6]1=[O:24]. The yield is 0.310. (5) The reactants are [NH2:1][C:2]1[C:3](=[O:17])[N:4]([CH2:9][C:10]([O:12][C:13]([CH3:16])([CH3:15])[CH3:14])=[O:11])[C:5]([CH3:8])=[CH:6][CH:7]=1.CN1CCOCC1.[C:25]1([CH2:31][S:32](Cl)(=[O:34])=[O:33])[CH:30]=[CH:29][CH:28]=[CH:27][CH:26]=1. The catalyst is C(Cl)Cl. The product is [CH2:31]([S:32]([NH:1][C:2]1[C:3](=[O:17])[N:4]([CH2:9][C:10]([O:12][C:13]([CH3:16])([CH3:15])[CH3:14])=[O:11])[C:5]([CH3:8])=[CH:6][CH:7]=1)(=[O:34])=[O:33])[C:25]1[CH:30]=[CH:29][CH:28]=[CH:27][CH:26]=1. The yield is 0.890. (6) The reactants are [CH2:1]([O:3][C:4](=[O:31])[CH2:5][N:6]([CH2:17][C:18]([N:20]([N:22]1[CH2:30][C:29]2[C:24](=[CH:25][CH:26]=[CH:27][CH:28]=2)[CH2:23]1)[CH3:21])=[O:19])[C:7]1[CH:8]=[C:9]2[C:13](=[CH:14][C:15]=1[CH3:16])[NH:12][N:11]=[CH:10]2)[CH3:2].FC(F)(F)S(O[CH2:38][CH:39]([F:41])[F:40])(=O)=O. No catalyst specified. The product is [CH2:1]([O:3][C:4](=[O:31])[CH2:5][N:6]([C:7]1[CH:8]=[C:9]2[C:13](=[CH:14][C:15]=1[CH3:16])[N:12]([CH2:38][CH:39]([F:41])[F:40])[N:11]=[CH:10]2)[CH2:17][C:18]([N:20]([N:22]1[CH2:23][C:24]2[C:29](=[CH:28][CH:27]=[CH:26][CH:25]=2)[CH2:30]1)[CH3:21])=[O:19])[CH3:2]. The yield is 0.700. (7) The reactants are [Cl:1][C:2]1[CH:7]=[CH:6][CH:5]=[CH:4][C:3]=1[CH:8]([N:19]1[CH2:24][CH2:23][C:22]2[NH:25][CH:26]=[CH:27][C:21]=2[CH2:20]1)[CH2:9][CH2:10][CH2:11][CH2:12][C:13]([CH3:18])([CH3:17])[C:14]([OH:16])=[O:15].Cl. The catalyst is C(OCC)C. The product is [ClH:1].[Cl:1][C:2]1[CH:7]=[CH:6][CH:5]=[CH:4][C:3]=1[CH:8]([N:19]1[CH2:24][CH2:23][C:22]2[NH:25][CH:26]=[CH:27][C:21]=2[CH2:20]1)[CH2:9][CH2:10][CH2:11][CH2:12][C:13]([CH3:18])([CH3:17])[C:14]([OH:16])=[O:15]. The yield is 0.619. (8) The reactants are Cl[C:2]1[N:7]=[CH:6][N:5]=[C:4]([NH:8][C:9]2[CH:14]=[CH:13][CH:12]=[C:11]([O:15][C:16]3[CH:21]=[CH:20][CH:19]=[CH:18][CH:17]=3)[CH:10]=2)[CH:3]=1.[NH2:22][C:23]1[CH:28]=[CH:27][CH:26]=[C:25]([NH2:29])[CH:24]=1.Cl. The catalyst is C(O)CCC. The product is [NH2:22][C:23]1[CH:24]=[C:25]([NH:29][C:2]2[CH:3]=[C:4]([NH:8][C:9]3[CH:14]=[CH:13][CH:12]=[C:11]([O:15][C:16]4[CH:21]=[CH:20][CH:19]=[CH:18][CH:17]=4)[CH:10]=3)[N:5]=[CH:6][N:7]=2)[CH:26]=[CH:27][CH:28]=1. The yield is 0.320. (9) The reactants are [C:1]([O:5][C:6]([N:8]1[CH2:12][CH:11]([O:13][C:14]2[CH:19]=[C:18]([N+:20]([O-])=O)[CH:17]=[C:16]([F:23])[CH:15]=2)[CH2:10][CH:9]1[CH2:24][O:25][CH3:26])=[O:7])([CH3:4])([CH3:3])[CH3:2].[H][H]. The catalyst is [OH-].[OH-].[Pd+2].CO. The product is [C:1]([O:5][C:6]([N:8]1[CH2:12][CH:11]([O:13][C:14]2[CH:15]=[C:16]([F:23])[CH:17]=[C:18]([NH2:20])[CH:19]=2)[CH2:10][CH:9]1[CH2:24][O:25][CH3:26])=[O:7])([CH3:4])([CH3:3])[CH3:2]. The yield is 1.00. (10) The reactants are [CH2:1]([Li])[CH2:2][CH2:3][CH3:4].[Br:6][C:7]1[CH:11]=[CH:10][S:9][CH:8]=1.[N:12]12[CH2:19][CH2:18][C:15]([C:20]([O:22]CC)=O)([CH2:16][CH2:17]1)[CH2:14][CH2:13]2. The catalyst is C(OCC)C.C1COCC1.CCOCC.CS(C)=O. The product is [Br-:6].[CH2:1]([N+:12]12[CH2:13][CH2:14][C:15]([C:20]([OH:22])([C:7]3[CH:11]=[CH:10][S:9][CH:8]=3)[C:7]3[CH:11]=[CH:10][S:9][CH:8]=3)([CH2:16][CH2:17]1)[CH2:18][CH2:19]2)[CH2:2][CH2:3][CH3:4]. The yield is 0.0940.